From a dataset of Forward reaction prediction with 1.9M reactions from USPTO patents (1976-2016). Predict the product of the given reaction. The product is: [OH:39][C:26]1[C:25](=[O:24])[N:14]([C:15]2[N:16]=[N:17][C:18]([CH3:21])=[CH:19][CH:20]=2)[CH:8]([C:7]2[CH:10]=[CH:11][C:4]([O:3][C:2]([F:13])([F:12])[F:1])=[CH:5][CH:6]=2)[C:27]=1[C:28](=[O:29])[C:30]1[CH:35]=[CH:34][C:33]([C:36]([CH3:38])=[CH2:37])=[CH:32][CH:31]=1. Given the reactants [F:1][C:2]([F:13])([F:12])[O:3][C:4]1[CH:11]=[CH:10][C:7]([CH:8]=O)=[CH:6][CH:5]=1.[NH2:14][C:15]1[N:16]=[N:17][C:18]([CH3:21])=[CH:19][CH:20]=1.C([O:24][C:25](=O)[C:26]([OH:39])=[CH:27][C:28]([C:30]1[CH:35]=[CH:34][C:33]([C:36]([CH3:38])=[CH2:37])=[CH:32][CH:31]=1)=[O:29])C, predict the reaction product.